This data is from Peptide-MHC class I binding affinity with 185,985 pairs from IEDB/IMGT. The task is: Regression. Given a peptide amino acid sequence and an MHC pseudo amino acid sequence, predict their binding affinity value. This is MHC class I binding data. The peptide sequence is RRYRRIYDL. The MHC is HLA-B27:05 with pseudo-sequence HLA-B27:05. The binding affinity (normalized) is 0.683.